From a dataset of NCI-60 drug combinations with 297,098 pairs across 59 cell lines. Regression. Given two drug SMILES strings and cell line genomic features, predict the synergy score measuring deviation from expected non-interaction effect. (1) Drug 1: C(CC(=O)O)C(=O)CN.Cl. Drug 2: CCN(CC)CCCC(C)NC1=C2C=C(C=CC2=NC3=C1C=CC(=C3)Cl)OC. Cell line: SF-295. Synergy scores: CSS=20.5, Synergy_ZIP=-3.27, Synergy_Bliss=2.11, Synergy_Loewe=-1.63, Synergy_HSA=1.34. (2) Drug 1: CCC1=CC2CC(C3=C(CN(C2)C1)C4=CC=CC=C4N3)(C5=C(C=C6C(=C5)C78CCN9C7C(C=CC9)(C(C(C8N6C)(C(=O)OC)O)OC(=O)C)CC)OC)C(=O)OC. Drug 2: CC1CCC2CC(C(=CC=CC=CC(CC(C(=O)C(C(C(=CC(C(=O)CC(OC(=O)C3CCCCN3C(=O)C(=O)C1(O2)O)C(C)CC4CCC(C(C4)OC)OP(=O)(C)C)C)C)O)OC)C)C)C)OC. Cell line: NCIH23. Synergy scores: CSS=47.7, Synergy_ZIP=-3.74, Synergy_Bliss=-4.03, Synergy_Loewe=-4.46, Synergy_HSA=-0.926. (3) Drug 1: CC1=C2C(C(=O)C3(C(CC4C(C3C(C(C2(C)C)(CC1OC(=O)C(C(C5=CC=CC=C5)NC(=O)C6=CC=CC=C6)O)O)OC(=O)C7=CC=CC=C7)(CO4)OC(=O)C)O)C)OC(=O)C. Drug 2: C#CCC(CC1=CN=C2C(=N1)C(=NC(=N2)N)N)C3=CC=C(C=C3)C(=O)NC(CCC(=O)O)C(=O)O. Cell line: DU-145. Synergy scores: CSS=55.0, Synergy_ZIP=8.96, Synergy_Bliss=-4.20, Synergy_Loewe=36.5, Synergy_HSA=-5.32.